Dataset: Peptide-MHC class II binding affinity with 134,281 pairs from IEDB. Task: Regression. Given a peptide amino acid sequence and an MHC pseudo amino acid sequence, predict their binding affinity value. This is MHC class II binding data. The peptide sequence is LEKGRLYQIKIQYQRENPTE. The MHC is DRB1_0405 with pseudo-sequence DRB1_0405. The binding affinity (normalized) is 0.787.